Dataset: Retrosynthesis with 50K atom-mapped reactions and 10 reaction types from USPTO. Task: Predict the reactants needed to synthesize the given product. (1) Given the product Oc1ncccc1-c1nc2cc(F)c(F)cc2n1Cc1cccc(Cl)c1, predict the reactants needed to synthesize it. The reactants are: COc1ccc(COc2ncccc2-c2nc3cc(F)c(F)cc3n2Cc2cccc(Cl)c2)cc1. (2) The reactants are: CN(CC(O)c1ccc(F)cc1)S(=O)(=O)c1csc(Cl)c1.COCCl. Given the product COCOC(CN(C)S(=O)(=O)c1csc(Cl)c1)c1ccc(F)cc1, predict the reactants needed to synthesize it. (3) Given the product CCOC(=O)/C=C/c1ccc(C(=C2CC(C)(C)CC(C)(C)C2)c2ccc(O)cc2)cc1, predict the reactants needed to synthesize it. The reactants are: C=CC(=O)OCC.CC1(C)CC(=C(c2ccc(O)cc2)c2ccc(Br)cc2)CC(C)(C)C1.